Dataset: Full USPTO retrosynthesis dataset with 1.9M reactions from patents (1976-2016). Task: Predict the reactants needed to synthesize the given product. Given the product [NH:3]1[C:11]2[CH2:10][C@@H:9]([C:12]([O:14][CH3:15])=[O:13])[NH:8][CH2:7][C:6]=2[N:5]=[CH:4]1, predict the reactants needed to synthesize it. The reactants are: Cl.Cl.[NH:3]1[C:11]2[CH2:10][C@@H:9]([C:12]([O:14][CH3:15])=[O:13])[NH:8][CH2:7][C:6]=2[N:5]=[CH:4]1.N.CO.